This data is from Reaction yield outcomes from USPTO patents with 853,638 reactions. The task is: Predict the reaction yield, written as a fraction of the theoretical maximum amount of product (1.0 means a 100% yield; for example, 0.34 means a 34% yield). No catalyst specified. The yield is 0.570. The reactants are Cl.[CH:2]([N:5]1[C:9]([C:10]2[N:19]=[C:18]3[N:12]([CH2:13][CH2:14][O:15][C:16]4[CH:23]=[C:22]([C@H:24]5[CH2:29][CH2:28][NH:27][CH2:26][C@H:25]5[OH:30])[CH:21]=[CH:20][C:17]=43)[CH:11]=2)=[N:8][CH:7]=[N:6]1)([CH3:4])[CH3:3].[CH3:31][N:32]([CH3:37])[C:33](=[O:36])[CH2:34]Cl. The product is [OH:30][C@H:25]1[C@@H:24]([C:22]2[CH:21]=[CH:20][C:17]3[C:18]4[N:12]([CH:11]=[C:10]([C:9]5[N:5]([CH:2]([CH3:4])[CH3:3])[N:6]=[CH:7][N:8]=5)[N:19]=4)[CH2:13][CH2:14][O:15][C:16]=3[CH:23]=2)[CH2:29][CH2:28][N:27]([CH2:34][C:33]([N:32]([CH3:37])[CH3:31])=[O:36])[CH2:26]1.